Task: Regression. Given two drug SMILES strings and cell line genomic features, predict the synergy score measuring deviation from expected non-interaction effect.. Dataset: Merck oncology drug combination screen with 23,052 pairs across 39 cell lines Drug 2: Cn1c(=O)n(-c2ccc(C(C)(C)C#N)cc2)c2c3cc(-c4cnc5ccccc5c4)ccc3ncc21. Cell line: NCIH23. Synergy scores: synergy=-11.8. Drug 1: COc1cc(C2c3cc4c(cc3C(OC3OC5COC(C)OC5C(O)C3O)C3COC(=O)C23)OCO4)cc(OC)c1O.